Dataset: Reaction yield outcomes from USPTO patents with 853,638 reactions. Task: Predict the reaction yield, written as a fraction of the theoretical maximum amount of product (1.0 means a 100% yield; for example, 0.34 means a 34% yield). (1) The reactants are [C:1]([NH:4][NH2:5])(=O)[CH3:2].[O:6]1[CH2:11][CH2:10][N:9]([CH2:12][CH2:13][N:14]=[C:15]=[S:16])[CH2:8][CH2:7]1. The catalyst is C(O)C. The product is [CH3:2][C:1]1[N:14]([CH2:13][CH2:12][N:9]2[CH2:8][CH2:7][O:6][CH2:11][CH2:10]2)[C:15]([SH:16])=[N:5][N:4]=1. The yield is 0.640. (2) The yield is 0.850. The product is [CH3:1][C:2]1[CH:7]=[C:6]([CH3:8])[NH:5][C:4](=[O:9])[C:3]=1[CH2:10][NH:11][C:12]([C:14]1[C:15]2[CH:28]=[N:27][N:26]([CH:29]([CH3:31])[CH3:30])[C:16]=2[N:17]=[C:18]([C:20]2[CH2:21][CH2:22][N:23]([C:45]([CH:41]3[CH2:42][CH2:43][CH2:44][NH:39][CH2:40]3)=[O:46])[CH2:24][CH:25]=2)[CH:19]=1)=[O:13]. The catalyst is CS(C)=O.O. The reactants are [CH3:1][C:2]1[CH:7]=[C:6]([CH3:8])[NH:5][C:4](=[O:9])[C:3]=1[CH2:10][NH:11][C:12]([C:14]1[C:15]2[CH:28]=[N:27][N:26]([CH:29]([CH3:31])[CH3:30])[C:16]=2[N:17]=[C:18]([C:20]2[CH2:21][CH2:22][NH:23][CH2:24][CH:25]=2)[CH:19]=1)=[O:13].CCN(CC)CC.[NH:39]1[CH2:44][CH2:43][CH2:42][CH:41]([C:45](O)=[O:46])[CH2:40]1.C1CN([P+](ON2N=NC3C=CC=CC2=3)(N2CCCC2)N2CCCC2)CC1.F[P-](F)(F)(F)(F)F. (3) The reactants are [CH2:1]([CH:3]1[CH2:7][C:6](=O)[CH2:5][CH:4]1[C:9]([O:11][CH2:12][CH3:13])=[O:10])[CH3:2].CC(O)=O.[CH2:18]([NH:25][CH2:26][C:27]1[CH:32]=[CH:31][CH:30]=[CH:29][CH:28]=1)[C:19]1[CH:24]=[CH:23][CH:22]=[CH:21][CH:20]=1.[BH-](OC(C)=O)(OC(C)=O)OC(C)=O.[Na+].C([O-])(O)=O.[Na+]. The catalyst is ClCCCl. The product is [CH2:26]([N:25]([CH2:18][C:19]1[CH:24]=[CH:23][CH:22]=[CH:21][CH:20]=1)[CH:6]1[CH2:5][CH:4]([C:9]([O:11][CH2:12][CH3:13])=[O:10])[CH:3]([CH2:1][CH3:2])[CH2:7]1)[C:27]1[CH:32]=[CH:31][CH:30]=[CH:29][CH:28]=1. The yield is 0.720. (4) The product is [CH2:10]([O:9][C:7]([C@:5]1([C:17]2([OH:21])[CH2:18][CH2:19][CH2:20]2)[CH2:6][C@H:2]([NH:1][C@@H:29]2[C@H:24]([O:23][CH3:22])[CH2:25][O:26][CH2:27][CH2:28]2)[CH:3]=[CH:4]1)=[O:8])[C:11]1[CH:12]=[CH:13][CH:14]=[CH:15][CH:16]=1. The reactants are [NH2:1][C@H:2]1[CH2:6][C@@:5]([C:17]2([OH:21])[CH2:20][CH2:19][CH2:18]2)([C:7]([O:9][CH2:10][C:11]2[CH:16]=[CH:15][CH:14]=[CH:13][CH:12]=2)=[O:8])[CH:4]=[CH:3]1.[CH3:22][O:23][C@H:24]1[C:29](=O)[CH2:28][CH2:27][O:26][CH2:25]1.C(O[BH-](OC(=O)C)OC(=O)C)(=O)C.[Na+].C([O-])(O)=O.[Na+].[OH-].[Na+]. The catalyst is ClCCl. The yield is 0.740. (5) The reactants are [N+:1]([C:4]1[CH:5]=[C:6]([CH:22]=[CH:23][CH:24]=1)[CH2:7][CH2:8][N:9]1[CH2:14][CH2:13][N:12]([C:15]([O:17][C:18]([CH3:21])([CH3:20])[CH3:19])=[O:16])[CH2:11][CH2:10]1)([O-])=O.[H][H]. The catalyst is CO.[Pd].[OH-].[OH-].[Pd+2]. The product is [NH2:1][C:4]1[CH:5]=[C:6]([CH:22]=[CH:23][CH:24]=1)[CH2:7][CH2:8][N:9]1[CH2:10][CH2:11][N:12]([C:15]([O:17][C:18]([CH3:20])([CH3:21])[CH3:19])=[O:16])[CH2:13][CH2:14]1. The yield is 0.630. (6) The reactants are [OH:1][C:2]1[CH:3]=[C:4]2[C:9](=[CH:10][CH:11]=1)[N:8]=[CH:7][CH:6]=[CH:5]2.[I:12]I. The catalyst is CO.O. The product is [OH:1][C:2]1[C:3]([I:12])=[C:4]2[C:9](=[CH:10][CH:11]=1)[N:8]=[CH:7][CH:6]=[CH:5]2. The yield is 0.450. (7) The reactants are [NH2:1][C:2]1[CH:10]=[C:9]2[C:5]([C:6](=CC3NC4CCN(CCN(CC)CC)C(=O)C=4C=3C)[C:7](=[O:11])[NH:8]2)=[CH:4][C:3]=1[F:31].N1CCCCC1.[CH3:38][O:39][CH2:40][C:41](Cl)=[O:42]. The catalyst is O1CCCC1. The product is [F:31][C:3]1[CH:4]=[C:5]2[C:9](=[CH:10][C:2]=1[NH:1][C:41](=[O:42])[CH2:40][O:39][CH3:38])[NH:8][C:7](=[O:11])[CH2:6]2. The yield is 0.692. (8) The reactants are [Cl:1][C:2]1[CH:3]=[C:4]([CH:9]=[C:10]([Cl:24])[C:11]=1[O:12][C:13]1[CH:18]=[CH:17][C:16]([O:19][CH3:20])=[C:15]([CH:21]([CH3:23])[CH3:22])[CH:14]=1)[C:5](OC)=[O:6].CC(C[AlH]CC(C)C)C. The catalyst is C1COCC1. The product is [CH:21]([C:15]1[CH:14]=[C:13]([CH:18]=[CH:17][C:16]=1[O:19][CH3:20])[O:12][C:11]1[C:10]([Cl:24])=[CH:9][C:4]([CH2:5][OH:6])=[CH:3][C:2]=1[Cl:1])([CH3:23])[CH3:22]. The yield is 1.00. (9) The reactants are [CH:1]1([C:4]([NH:6][C:7]2[CH:15]=[CH:14][C:13]([OH:16])=[CH:12][C:8]=2[C:9]([OH:11])=[O:10])=[O:5])[CH2:3][CH2:2]1.[F:17][C:18]([F:28])([F:27])[C:19]1[CH:26]=[CH:25][CH:24]=[CH:23][C:20]=1[CH2:21]Br.[OH-].[K+]. The catalyst is CC(C)=O. The product is [CH:1]1([C:4]([NH:6][C:7]2[CH:15]=[CH:14][C:13]([O:16][CH2:21][C:20]3[CH:23]=[CH:24][CH:25]=[CH:26][C:19]=3[C:18]([F:17])([F:27])[F:28])=[CH:12][C:8]=2[C:9]([OH:11])=[O:10])=[O:5])[CH2:3][CH2:2]1. The yield is 0.500.